From a dataset of Forward reaction prediction with 1.9M reactions from USPTO patents (1976-2016). Predict the product of the given reaction. Given the reactants Br[C:2]1[CH:7]=[CH:6][CH:5]=[C:4]([CH:8]([F:10])[F:9])[CH:3]=1.[B:11]1([B:11]2[O:15][C:14]([CH3:17])([CH3:16])[C:13]([CH3:19])([CH3:18])[O:12]2)[O:15][C:14]([CH3:17])([CH3:16])[C:13]([CH3:19])([CH3:18])[O:12]1.CC([O-])=O.[K+].C(Cl)Cl, predict the reaction product. The product is: [F:9][CH:8]([F:10])[C:4]1[CH:3]=[C:2]([B:11]2[O:15][C:14]([CH3:17])([CH3:16])[C:13]([CH3:19])([CH3:18])[O:12]2)[CH:7]=[CH:6][CH:5]=1.